Dataset: Full USPTO retrosynthesis dataset with 1.9M reactions from patents (1976-2016). Task: Predict the reactants needed to synthesize the given product. (1) Given the product [CH3:1][O:2][C:3]1[CH:4]=[C:5]2[C:10](=[CH:11][C:12]=1[O:13][CH3:14])[C:9]([CH3:15])=[N:8][C:7]([OH:16])=[C:6]2[CH2:21][C:22]1[CH:23]=[C:24]2[C:29](=[CH:30][CH:31]=1)[N:28]=[CH:27][CH:26]=[CH:25]2, predict the reactants needed to synthesize it. The reactants are: [CH3:1][O:2][C:3]1[CH:4]=[C:5]2[C:10](=[CH:11][C:12]=1[O:13][CH3:14])[C:9]([CH3:15])=[N:8][C:7]([OH:16])=[CH:6]2.[OH-].[K+].Cl.Cl[CH2:21][C:22]1[CH:23]=[C:24]2[C:29](=[CH:30][CH:31]=1)[N:28]=[CH:27][CH:26]=[CH:25]2.N1C2C(=CC(CO)=CC=2)C=CC=1. (2) Given the product [F:19][CH2:20][CH2:21][O:22][C:23]1[CH:24]=[C:25]([CH:28]=[CH:29][C:30]=1[O:31][CH3:32])[CH2:26][N:16]1[CH2:17][CH2:18][CH:13]([NH:12][C:4]2[O:5][C:6]3[CH:7]=[N:8][CH:9]=[CH:10][C:11]=3[N:3]=2)[CH2:14][CH2:15]1, predict the reactants needed to synthesize it. The reactants are: Cl.Cl.[N:3]1[C:11]2[CH:10]=[CH:9][N:8]=[CH:7][C:6]=2[O:5][C:4]=1[NH:12][CH:13]1[CH2:18][CH2:17][NH:16][CH2:15][CH2:14]1.[F:19][CH2:20][CH2:21][O:22][C:23]1[CH:24]=[C:25]([CH:28]=[CH:29][C:30]=1[O:31][CH3:32])[CH:26]=O.C([BH3-])#N.[Na+].C(N(C(C)C)C(C)C)C. (3) Given the product [CH3:13][O:14][C:15]1[CH:20]=[CH:19][CH:18]=[CH:17][C:16]=1[C:21]1[NH:25][C:24]2[C:26]([CH:30]3[CH2:35][CH2:34][N:33]([CH2:11][CH2:10][N:2]([CH3:1])[C:3](=[O:9])[O:4][C:5]([CH3:6])([CH3:7])[CH3:8])[CH2:32][CH2:31]3)=[CH:27][CH:28]=[CH:29][C:23]=2[N:22]=1, predict the reactants needed to synthesize it. The reactants are: [CH3:1][N:2]([CH2:10][CH:11]=O)[C:3](=[O:9])[O:4][C:5]([CH3:8])([CH3:7])[CH3:6].[CH3:13][O:14][C:15]1[CH:20]=[CH:19][CH:18]=[CH:17][C:16]=1[C:21]1[NH:25][C:24]2[C:26]([CH:30]3[CH2:35][CH2:34][NH:33][CH2:32][CH2:31]3)=[CH:27][CH:28]=[CH:29][C:23]=2[N:22]=1.C(O)(=O)C.C(O[BH-](OC(=O)C)OC(=O)C)(=O)C.[Na+]. (4) Given the product [CH3:6][S:5][C:3]1[N:1]=[N:2][CH:17]=[C:15]([C:12]2[CH:13]=[CH:14][C:9]([F:8])=[CH:10][CH:11]=2)[N:4]=1, predict the reactants needed to synthesize it. The reactants are: [NH:1]([C:3]([S:5][CH3:6])=[NH:4])[NH2:2].O.[F:8][C:9]1[CH:14]=[CH:13][C:12]([C:15]([CH:17]=O)=O)=[CH:11][CH:10]=1.